Dataset: CYP3A4 inhibition data for predicting drug metabolism from PubChem BioAssay. Task: Regression/Classification. Given a drug SMILES string, predict its absorption, distribution, metabolism, or excretion properties. Task type varies by dataset: regression for continuous measurements (e.g., permeability, clearance, half-life) or binary classification for categorical outcomes (e.g., BBB penetration, CYP inhibition). Dataset: cyp3a4_veith. (1) The compound is Cc1noc(C)c1-c1nccc(NC2CC2)n1. The result is 1 (inhibitor). (2) The drug is Cc1cc2ccccc2c(=O)n1CC(=O)NCC(=O)N1CCCC1. The result is 0 (non-inhibitor). (3) The result is 0 (non-inhibitor). The drug is CCOC(=O)c1sc(C)c(C(=O)NCC(C)(C)CN(C)C)c1N. (4) The molecule is CCOc1ccc(N2C(=O)/C(=C/c3cccs3)N(CC(=O)OC)C2=S)cc1. The result is 0 (non-inhibitor).